Dataset: Catalyst prediction with 721,799 reactions and 888 catalyst types from USPTO. Task: Predict which catalyst facilitates the given reaction. (1) Reactant: [Br:1][C:2]1[CH:9]=[CH:8][C:5]([CH:6]=O)=[C:4]([Cl:10])[CH:3]=1.[NH:11]1[CH2:16][CH2:15][CH2:14][CH2:13][CH2:12]1.C(O[BH-](OC(=O)C)OC(=O)C)(=O)C.[Na+]. Product: [Br:1][C:2]1[CH:9]=[CH:8][C:5]([CH2:6][N:11]2[CH2:16][CH2:15][CH2:14][CH2:13][CH2:12]2)=[C:4]([Cl:10])[CH:3]=1. The catalyst class is: 2. (2) Reactant: Cl.Cl.[NH2:3][CH2:4][CH2:5][N:6]1[C:14]2[C:13]([NH:15][C:16]3[CH:21]=[CH:20][C:19]([O:22][C:23]4[CH:28]=[CH:27][CH:26]=[C:25]([C:29]5[S:30][CH:31]=[C:32]([C:34]([F:37])([F:36])[F:35])[N:33]=5)[CH:24]=4)=[C:18]([Cl:38])[CH:17]=3)=[N:12][CH:11]=[N:10][C:9]=2[CH:8]=[CH:7]1.[OH:39][C:40]([CH3:46])([CH3:45])[CH2:41][C:42](O)=[O:43].ON1C2C=CC=CC=2N=N1.Cl.C(N=C=NCCCN(C)C)C. Product: [Cl:38][C:18]1[CH:17]=[C:16]([NH:15][C:13]2[C:14]3[N:6]([CH2:5][CH2:4][NH:3][C:42](=[O:43])[CH2:41][C:40]([OH:39])([CH3:46])[CH3:45])[CH:7]=[CH:8][C:9]=3[N:10]=[CH:11][N:12]=2)[CH:21]=[CH:20][C:19]=1[O:22][C:23]1[CH:28]=[CH:27][CH:26]=[C:25]([C:29]2[S:30][CH:31]=[C:32]([C:34]([F:35])([F:37])[F:36])[N:33]=2)[CH:24]=1. The catalyst class is: 289. (3) Reactant: [F:1][C:2]1[C:7](B(O)O)=[CH:6][CH:5]=[CH:4][N:3]=1.C(=O)([O-])[O-].[Na+].[Na+].C(OC([N:24]([C:32]1[S:41][CH2:40][C@H:39]2[C@:34]([C:44]3[CH:49]=[C:48](Br)[CH:47]=[CH:46][C:45]=3[F:51])([CH2:35][O:36][C@@H:37]([CH2:42][F:43])[CH2:38]2)[N:33]=1)C(OC(C)(C)C)=O)=O)(C)(C)C. Product: [F:51][C:45]1[CH:46]=[CH:47][C:48]([C:7]2[C:2]([F:1])=[N:3][CH:4]=[CH:5][CH:6]=2)=[CH:49][C:44]=1[C@@:34]12[N:33]=[C:32]([NH2:24])[S:41][CH2:40][C@@H:39]1[CH2:38][C@H:37]([CH2:42][F:43])[O:36][CH2:35]2. The catalyst class is: 339. (4) Reactant: [Br:1][C:2]1[CH:3]=[C:4]2[C:8](=[CH:9][CH:10]=1)[NH:7][CH2:6][CH2:5]2.[C:11]([O:15][C:16](OC([O-])=O)=[O:17])([CH3:14])([CH3:13])[CH3:12]. Product: [C:11]([O:15][C:16]([N:7]1[C:8]2[C:4](=[CH:3][C:2]([Br:1])=[CH:10][CH:9]=2)[CH2:5][CH2:6]1)=[O:17])([CH3:14])([CH3:13])[CH3:12]. The catalyst class is: 2. (5) Reactant: [CH2:1]([O:3][C:4](=[O:22])[C:5]1[C:10]([N+:11]([O-])=O)=[CH:9][CH:8]=[C:7]([CH:14]=[CH:15]N(C)C)[C:6]=1[N+:19]([O-])=O)[CH3:2]. Product: [CH2:1]([O:3][C:4]([C:5]1[C:10]([NH2:11])=[CH:9][CH:8]=[C:7]2[C:6]=1[NH:19][CH:15]=[CH:14]2)=[O:22])[CH3:2]. The catalyst class is: 319. (6) Reactant: Cl.[NH2:2][CH:3]1[CH2:7][CH2:6][N:5]([C:8]2[N:9]=[C:10]([NH:17][C:18]3[CH:23]=[CH:22][C:21]([O:24][CH3:25])=[C:20]([O:26][CH3:27])[N:19]=3)[C:11]3[N:16]=[CH:15][S:14][C:12]=3[N:13]=2)[CH2:4]1.[CH3:28][O:29][C:30]([C:32]1[CH:40]=[CH:39][C:35]([C:36](O)=[O:37])=[CH:34][CH:33]=1)=[O:31].CN(C(ON1N=NC2C=CC=NC1=2)=[N+](C)C)C.F[P-](F)(F)(F)(F)F.CCN(C(C)C)C(C)C.CCN=C=NCCCN(C)C. Product: [CH3:25][O:24][C:21]1[CH:22]=[CH:23][C:18]([NH:17][C:10]2[C:11]3[N:16]=[CH:15][S:14][C:12]=3[N:13]=[C:8]([N:5]3[CH2:6][CH2:7][CH:3]([NH:2][C:36]([C:35]4[CH:39]=[CH:40][C:32]([C:30]([O:29][CH3:28])=[O:31])=[CH:33][CH:34]=4)=[O:37])[CH2:4]3)[N:9]=2)=[N:19][C:20]=1[O:26][CH3:27]. The catalyst class is: 239. (7) Reactant: [N+:1]([C:4]1[CH:16]=[C:7]2[CH2:8][N:9]([CH:12]3[CH2:15][O:14][CH2:13]3)[CH2:10][CH2:11][N:6]2[N:5]=1)([O-])=O. Product: [O:14]1[CH2:15][CH:12]([N:9]2[CH2:10][CH2:11][N:6]3[N:5]=[C:4]([NH2:1])[CH:16]=[C:7]3[CH2:8]2)[CH2:13]1. The catalyst class is: 43. (8) Reactant: [Cl:1][C:2]1[CH:7]=[C:6]([OH:8])[CH:5]=[CH:4][C:3]=1[C:9]1[CH:14]=[CH:13][CH:12]=[C:11]([CH2:15][O:16][C:17]2[CH:22]=[CH:21][C:20]([C:23]3([CH2:27][C:28]([O:30][CH2:31][CH3:32])=[O:29])[CH2:26][O:25][CH2:24]3)=[CH:19][CH:18]=2)[CH:10]=1.CC1C=CC(S(O[CH2:44][CH2:45][CH2:46][S:47]([CH3:50])(=[O:49])=[O:48])(=O)=O)=CC=1.C(=O)([O-])[O-].[Cs+].[Cs+]. Product: [Cl:1][C:2]1[CH:7]=[C:6]([O:8][CH2:44][CH2:45][CH2:46][S:47]([CH3:50])(=[O:49])=[O:48])[CH:5]=[CH:4][C:3]=1[C:9]1[CH:14]=[CH:13][CH:12]=[C:11]([CH2:15][O:16][C:17]2[CH:22]=[CH:21][C:20]([C:23]3([CH2:27][C:28]([O:30][CH2:31][CH3:32])=[O:29])[CH2:24][O:25][CH2:26]3)=[CH:19][CH:18]=2)[CH:10]=1. The catalyst class is: 3.